From a dataset of Catalyst prediction with 721,799 reactions and 888 catalyst types from USPTO. Predict which catalyst facilitates the given reaction. Reactant: S(Cl)(Cl)=O.O[CH2:6][C:7]1[O:11][N:10]=[C:9]([C:12]([OH:14])=O)[CH:8]=1.[ClH:15].[Cl:16][C:17]1[CH:18]=[C:19]2[C:23](=[CH:24][CH:25]=1)[NH:22][CH:21]=[C:20]2[CH2:26][CH2:27][NH2:28].C(N(CC)CC)C. Product: [Cl:16][C:17]1[CH:18]=[C:19]2[C:23](=[CH:24][CH:25]=1)[NH:22][CH:21]=[C:20]2[CH2:26][CH2:27][NH:28][C:12]([C:9]1[CH:8]=[C:7]([CH2:6][Cl:15])[O:11][N:10]=1)=[O:14]. The catalyst class is: 4.